Dataset: Forward reaction prediction with 1.9M reactions from USPTO patents (1976-2016). Task: Predict the product of the given reaction. (1) Given the reactants C([O:8][CH2:9][C@H:10]([NH:41][C:42](=[O:50])[CH2:43][N:44]1[CH2:49][CH2:48][O:47][CH2:46][CH2:45]1)[C:11]([NH:13][C@@H:14]([CH2:32][C:33]1[CH:38]=[CH:37][C:36]([O:39][CH3:40])=[CH:35][CH:34]=1)[C:15]([NH:17][C@@H:18]([CH2:25][C:26]1[CH:31]=[CH:30][CH:29]=[CH:28][CH:27]=1)[C:19]([C@@:21]1([CH3:24])[CH2:23][O:22]1)=[O:20])=[O:16])=[O:12])C1C=CC=CC=1, predict the reaction product. The product is: [OH:8][CH2:9][C@H:10]([NH:41][C:42](=[O:50])[CH2:43][N:44]1[CH2:45][CH2:46][O:47][CH2:48][CH2:49]1)[C:11]([NH:13][C@@H:14]([CH2:32][C:33]1[CH:34]=[CH:35][C:36]([O:39][CH3:40])=[CH:37][CH:38]=1)[C:15]([NH:17][C@@H:18]([CH2:25][C:26]1[CH:27]=[CH:28][CH:29]=[CH:30][CH:31]=1)[C:19]([C@@:21]1([CH3:24])[CH2:23][O:22]1)=[O:20])=[O:16])=[O:12]. (2) Given the reactants [Cl:1][C:2]1[CH:10]=[CH:9][CH:8]=[C:7]([CH3:11])[C:3]=1[C:4]([OH:6])=O.O=S(Cl)Cl.CCN(CC)CC.[NH2:23][C:24]1[CH:29]=[CH:28][CH:27]=[CH:26][CH:25]=1, predict the reaction product. The product is: [Cl:1][C:2]1[CH:10]=[CH:9][CH:8]=[C:7]([CH3:11])[C:3]=1[C:4]([NH:23][C:24]1[CH:29]=[CH:28][CH:27]=[CH:26][CH:25]=1)=[O:6]. (3) Given the reactants [CH2:1]([O:8][C:9]1[CH:10]=[CH:11][C:12](Br)=[C:13]([C:15]2[CH2:19][C:18]([CH2:28][C:29]([O:31][C:32]([CH3:35])([CH3:34])[CH3:33])=[O:30])([CH2:20][C:21]([O:23][C:24]([CH3:27])([CH3:26])[CH3:25])=[O:22])[O:17][N:16]=2)[CH:14]=1)[C:2]1[CH:7]=[CH:6][CH:5]=[CH:4][CH:3]=1.CC1(C)C(C)(C)OB([C:45]2[CH2:46][CH2:47][N:48]([CH2:51][CH2:52][C:53]([O:55][C:56]([CH3:59])([CH3:58])[CH3:57])=[O:54])[CH2:49][CH:50]=2)O1.C(=O)([O-])[O-].[Cs+].[Cs+].COCCOC, predict the reaction product. The product is: [CH2:1]([O:8][C:9]1[CH:10]=[CH:11][C:12]([C:45]2[CH2:50][CH2:49][N:48]([CH2:51][CH2:52][C:53]([O:55][C:56]([CH3:59])([CH3:58])[CH3:57])=[O:54])[CH2:47][CH:46]=2)=[C:13]([C:15]2[CH2:19][C:18]([CH2:28][C:29]([O:31][C:32]([CH3:35])([CH3:34])[CH3:33])=[O:30])([CH2:20][C:21](=[O:22])[O:23][C:24]([CH3:27])([CH3:26])[CH3:25])[O:17][N:16]=2)[CH:14]=1)[C:2]1[CH:7]=[CH:6][CH:5]=[CH:4][CH:3]=1. (4) Given the reactants [CH2:1]([O:3][C:4](=[O:31])[C:5]([O:23][C:24]1[CH:29]=[CH:28][C:27]([Cl:30])=[CH:26][CH:25]=1)([CH3:22])[CH:6]([C:8]1[CH:13]=[CH:12][C:11]([O:14][CH2:15][C:16]2[CH:21]=[CH:20][CH:19]=[CH:18][CH:17]=2)=[CH:10][CH:9]=1)O)[CH3:2].B(F)(F)F.CCOCC.C([SiH](CC)CC)C.C([O-])([O-])=O.[Na+].[Na+], predict the reaction product. The product is: [CH2:1]([O:3][C:4](=[O:31])[C:5]([O:23][C:24]1[CH:29]=[CH:28][C:27]([Cl:30])=[CH:26][CH:25]=1)([CH3:22])[CH2:6][C:8]1[CH:9]=[CH:10][C:11]([O:14][CH2:15][C:16]2[CH:21]=[CH:20][CH:19]=[CH:18][CH:17]=2)=[CH:12][CH:13]=1)[CH3:2]. (5) The product is: [CH2:1]([N:8]1[CH:13]2[C:14]([F:17])([F:16])[CH2:15][CH:9]1[CH2:10][C:11](=[O:18])[CH2:12]2)[C:2]1[CH:3]=[CH:4][CH:5]=[CH:6][CH:7]=1. Given the reactants [CH2:1]([N:8]1[CH:13]2[C:14]([F:17])([F:16])[CH2:15][CH:9]1[CH2:10][CH:11]([OH:18])[CH2:12]2)[C:2]1[CH:7]=[CH:6][CH:5]=[CH:4][CH:3]=1, predict the reaction product. (6) Given the reactants [C:1]1(C)[CH:6]=CC(S(O)(=O)=O)=C[CH:2]=1.[C@@H:12]1([N:21]2[CH:28]=[CH:27][C:25](=[O:26])[NH:24][C:22]2=[O:23])[O:20][C@H:17]([CH2:18][OH:19])[C@@H:15]([OH:16])[C@H:13]1[OH:14], predict the reaction product. The product is: [OH:19][CH2:18][CH:17]1[CH:15]2[O:16][C:1]([CH3:6])([CH3:2])[O:14][CH:13]2[CH:12]([N:21]2[CH:28]=[CH:27][C:25](=[O:26])[NH:24][C:22]2=[O:23])[O:20]1. (7) Given the reactants [CH3:1][O:2][C:3](=[O:15])[C:4]([C:7]1[CH:12]=[CH:11][C:10]([NH2:13])=[C:9]([F:14])[CH:8]=1)([CH3:6])[CH3:5].Cl[C:17](Cl)([O:19]C(=O)OC(Cl)(Cl)Cl)Cl.CCN(CC)CC, predict the reaction product. The product is: [CH3:1][O:2][C:3](=[O:15])[C:4]([C:7]1[CH:12]=[CH:11][C:10]([N:13]=[C:17]=[O:19])=[C:9]([F:14])[CH:8]=1)([CH3:6])[CH3:5]. (8) The product is: [Cl:3][C:4]1[CH:9]=[CH:8][C:7]([C:10]2[CH:11]=[CH:12][C:13]([C:16]#[C:17][CH2:18][CH2:19][C:20]3[CH:21]=[CH:22][C:23]([CH2:24][N:25]4[CH2:29][CH2:28][CH2:27][CH:26]4[C:30]([OH:32])=[O:31])=[CH:34][CH:35]=3)=[N:14][CH:15]=2)=[CH:6][CH:5]=1. Given the reactants [OH-].[Na+].[Cl:3][C:4]1[CH:9]=[CH:8][C:7]([C:10]2[CH:11]=[CH:12][C:13]([C:16]#[C:17][CH2:18][CH2:19][C:20]3[CH:35]=[CH:34][C:23]([CH2:24][N:25]4[CH2:29][CH2:28][CH2:27][CH:26]4[C:30]([O:32]C)=[O:31])=[CH:22][CH:21]=3)=[N:14][CH:15]=2)=[CH:6][CH:5]=1, predict the reaction product.